Dataset: Full USPTO retrosynthesis dataset with 1.9M reactions from patents (1976-2016). Task: Predict the reactants needed to synthesize the given product. (1) Given the product [C:1]([O:5][C:6]([N:8]1[CH2:9][CH2:10][N:11]([CH2:14][C:15]2[C:20]([C:21]([F:23])([F:24])[F:22])=[CH:19][C:18]([C:25](=[O:27])[NH:35][CH2:36][C:37]3[CH:42]=[C:41]([Cl:43])[CH:40]=[CH:39][C:38]=3[S:44]([CH2:47][CH3:48])(=[O:46])=[O:45])=[C:17]([NH2:28])[C:16]=2[F:29])[CH2:12][CH2:13]1)=[O:7])([CH3:2])([CH3:4])[CH3:3], predict the reactants needed to synthesize it. The reactants are: [C:1]([O:5][C:6]([N:8]1[CH2:13][CH2:12][N:11]([CH2:14][C:15]2[C:20]([C:21]([F:24])([F:23])[F:22])=[CH:19][C:18]([C:25]([OH:27])=O)=[C:17]([NH2:28])[C:16]=2[F:29])[CH2:10][CH2:9]1)=[O:7])([CH3:4])([CH3:3])[CH3:2].NC1C(Cl)=C(C=O)C(C(F)(F)F)=CC=1C([NH:35][CH2:36][C:37]1[CH:42]=[C:41]([Cl:43])[CH:40]=[CH:39][C:38]=1[S:44]([CH2:47][CH3:48])(=[O:46])=[O:45])=O.C1C=CC2N(O)N=NC=2C=1. (2) The reactants are: [Cl:1][C:2]1[CH:25]=[CH:24][C:5]([CH2:6][NH:7][C:8](=[O:23])[CH2:9][C:10]2[CH:19]=[CH:18][C:17]3[O:16][C:15]([CH3:21])([CH3:20])[CH:14]4[O:22][CH:13]4[C:12]=3[CH:11]=2)=[CH:4][CH:3]=1.[NH3:26]. Given the product [NH2:26][CH:13]1[C:12]2[C:17](=[CH:18][CH:19]=[C:10]([CH2:9][C:8]([NH:7][CH2:6][C:5]3[CH:24]=[CH:25][C:2]([Cl:1])=[CH:3][CH:4]=3)=[O:23])[CH:11]=2)[O:16][C:15]([CH3:21])([CH3:20])[CH:14]1[OH:22], predict the reactants needed to synthesize it. (3) Given the product [Br:13][CH2:14][CH2:15][CH2:16][CH2:17][CH2:18][C:19]([NH:10][CH2:9][C:6]1[CH:7]=[CH:8][C:3]([O:2][CH3:1])=[CH:4][CH:5]=1)=[O:20], predict the reactants needed to synthesize it. The reactants are: [CH3:1][O:2][C:3]1[CH:8]=[CH:7][C:6]([CH2:9][NH2:10])=[CH:5][CH:4]=1.[OH-].[Na+].[Br:13][CH2:14][CH2:15][CH2:16][CH2:17][CH2:18][C:19](Cl)=[O:20]. (4) Given the product [CH3:33][C:34]1([CH3:41])[CH2:39][CH2:38][CH:37]([NH:40][C:8]([C:6]2[CH:7]=[C:2]([NH2:1])[CH:3]=[CH:4][N:5]=2)=[O:10])[CH2:36][CH2:35]1, predict the reactants needed to synthesize it. The reactants are: [NH2:1][C:2]1[CH:7]=[C:6]([C:8]([OH:10])=O)[N:5]=[CH:4][CH:3]=1.CN(C(ON1N=NC2C=CC=CC1=2)=[N+](C)C)C.[B-](F)(F)(F)F.[CH3:33][C:34]1([CH3:41])[CH2:39][CH2:38][CH:37]([NH2:40])[CH2:36][CH2:35]1.O. (5) Given the product [ClH:1].[ClH:28].[NH2:11][C@@H:8]([C:5]1[C:4]([F:18])=[C:3]([C:2]([Cl:1])=[CH:7][CH:6]=1)[O:19][C:20]1[CH:25]=[CH:24][C:23]([NH2:26])=[C:22]([CH3:27])[CH:21]=1)[CH2:9][CH3:10], predict the reactants needed to synthesize it. The reactants are: [Cl:1][C:2]1[CH:7]=[CH:6][C:5]([C@H:8]([NH:11][S@@](C(C)(C)C)=O)[CH2:9][CH3:10])=[C:4]([F:18])[C:3]=1[O:19][C:20]1[CH:25]=[CH:24][C:23]([NH2:26])=[C:22]([CH3:27])[CH:21]=1.[ClH:28]. (6) Given the product [CH2:26]([C:12]1[C:13]([O:15][CH2:16][CH2:17][CH2:18][CH2:19][CH2:20][C:21]([CH3:25])([CH3:22])[CH2:23][NH2:24])=[CH:14][C:9]([OH:8])=[C:10]([C:28]2[CH:33]=[CH:32][C:31]([F:34])=[CH:30][CH:29]=2)[CH:11]=1)[CH3:27], predict the reactants needed to synthesize it. The reactants are: C([O:8][C:9]1[CH:14]=[C:13]([O:15][CH2:16][CH2:17][CH2:18][CH2:19][CH2:20][C:21]([CH3:25])([C:23]#[N:24])[CH3:22])[C:12]([CH2:26][CH3:27])=[CH:11][C:10]=1[C:28]1[CH:33]=[CH:32][C:31]([F:34])=[CH:30][CH:29]=1)C1C=CC=CC=1.[H][H].